Task: Binary Classification. Given a drug SMILES string, predict its activity (active/inactive) in a high-throughput screening assay against a specified biological target.. Dataset: SARS-CoV-2 main protease (3CLPro) crystallographic fragment screen with 879 compounds (1) The compound is CC(=O)N1CCN(CCCc2ccccc2)CC1. The result is 0 (inactive). (2) The compound is O=C(NCCc1ccc(F)cc1)c1ccco1. The result is 0 (inactive).